Dataset: NCI-60 drug combinations with 297,098 pairs across 59 cell lines. Task: Regression. Given two drug SMILES strings and cell line genomic features, predict the synergy score measuring deviation from expected non-interaction effect. (1) Drug 1: CC(C)CN1C=NC2=C1C3=CC=CC=C3N=C2N. Drug 2: CC1CCCC2(C(O2)CC(NC(=O)CC(C(C(=O)C(C1O)C)(C)C)O)C(=CC3=CSC(=N3)C)C)C. Cell line: SK-MEL-5. Synergy scores: CSS=42.1, Synergy_ZIP=3.89, Synergy_Bliss=0.664, Synergy_Loewe=-14.4, Synergy_HSA=-2.32. (2) Drug 1: CC(C)(C#N)C1=CC(=CC(=C1)CN2C=NC=N2)C(C)(C)C#N. Drug 2: C1=CC=C(C=C1)NC(=O)CCCCCCC(=O)NO. Cell line: A549. Synergy scores: CSS=0.751, Synergy_ZIP=-1.39, Synergy_Bliss=-0.984, Synergy_Loewe=-6.32, Synergy_HSA=-6.29. (3) Drug 1: C1CN1C2=NC(=NC(=N2)N3CC3)N4CC4. Drug 2: C(CN)CNCCSP(=O)(O)O. Cell line: UO-31. Synergy scores: CSS=9.01, Synergy_ZIP=-6.21, Synergy_Bliss=-3.01, Synergy_Loewe=-2.53, Synergy_HSA=-2.53. (4) Drug 1: C1CCC(CC1)NC(=O)N(CCCl)N=O. Drug 2: CC1=C(N=C(N=C1N)C(CC(=O)N)NCC(C(=O)N)N)C(=O)NC(C(C2=CN=CN2)OC3C(C(C(C(O3)CO)O)O)OC4C(C(C(C(O4)CO)O)OC(=O)N)O)C(=O)NC(C)C(C(C)C(=O)NC(C(C)O)C(=O)NCCC5=NC(=CS5)C6=NC(=CS6)C(=O)NCCC[S+](C)C)O. Cell line: 786-0. Synergy scores: CSS=35.6, Synergy_ZIP=2.62, Synergy_Bliss=5.35, Synergy_Loewe=-0.405, Synergy_HSA=6.74. (5) Drug 1: CCCS(=O)(=O)NC1=C(C(=C(C=C1)F)C(=O)C2=CNC3=C2C=C(C=N3)C4=CC=C(C=C4)Cl)F. Drug 2: CC1OCC2C(O1)C(C(C(O2)OC3C4COC(=O)C4C(C5=CC6=C(C=C35)OCO6)C7=CC(=C(C(=C7)OC)O)OC)O)O. Cell line: A549. Synergy scores: CSS=42.9, Synergy_ZIP=2.32, Synergy_Bliss=1.43, Synergy_Loewe=-7.22, Synergy_HSA=0.828. (6) Drug 1: CN1CCC(CC1)COC2=C(C=C3C(=C2)N=CN=C3NC4=C(C=C(C=C4)Br)F)OC. Drug 2: CC1C(C(CC(O1)OC2CC(CC3=C2C(=C4C(=C3O)C(=O)C5=CC=CC=C5C4=O)O)(C(=O)C)O)N)O. Cell line: HCT116. Synergy scores: CSS=43.7, Synergy_ZIP=2.04, Synergy_Bliss=2.52, Synergy_Loewe=-13.4, Synergy_HSA=2.05. (7) Drug 1: CC12CCC3C(C1CCC2O)C(CC4=C3C=CC(=C4)O)CCCCCCCCCS(=O)CCCC(C(F)(F)F)(F)F. Drug 2: CCC1=C2CN3C(=CC4=C(C3=O)COC(=O)C4(CC)O)C2=NC5=C1C=C(C=C5)O. Cell line: 786-0. Synergy scores: CSS=13.1, Synergy_ZIP=-3.51, Synergy_Bliss=-0.929, Synergy_Loewe=-39.4, Synergy_HSA=-5.12. (8) Drug 1: CC1=C2C(C(=O)C3(C(CC4C(C3C(C(C2(C)C)(CC1OC(=O)C(C(C5=CC=CC=C5)NC(=O)OC(C)(C)C)O)O)OC(=O)C6=CC=CC=C6)(CO4)OC(=O)C)OC)C)OC. Drug 2: CC1C(C(CC(O1)OC2CC(CC3=C2C(=C4C(=C3O)C(=O)C5=C(C4=O)C(=CC=C5)OC)O)(C(=O)C)O)N)O.Cl. Cell line: SNB-75. Synergy scores: CSS=61.7, Synergy_ZIP=20.6, Synergy_Bliss=20.7, Synergy_Loewe=14.1, Synergy_HSA=21.9. (9) Drug 1: C1=NC(=NC(=O)N1C2C(C(C(O2)CO)O)O)N. Drug 2: CC12CCC3C(C1CCC2O)C(CC4=C3C=CC(=C4)O)CCCCCCCCCS(=O)CCCC(C(F)(F)F)(F)F. Cell line: NCI/ADR-RES. Synergy scores: CSS=-2.81, Synergy_ZIP=-0.279, Synergy_Bliss=-0.384, Synergy_Loewe=-1.17, Synergy_HSA=-1.49. (10) Drug 1: C1CN1P(=S)(N2CC2)N3CC3. Drug 2: CC1C(C(CC(O1)OC2CC(OC(C2O)C)OC3=CC4=CC5=C(C(=O)C(C(C5)C(C(=O)C(C(C)O)O)OC)OC6CC(C(C(O6)C)O)OC7CC(C(C(O7)C)O)OC8CC(C(C(O8)C)O)(C)O)C(=C4C(=C3C)O)O)O)O. Cell line: CAKI-1. Synergy scores: CSS=72.2, Synergy_ZIP=-8.22, Synergy_Bliss=-10.1, Synergy_Loewe=-7.62, Synergy_HSA=-4.92.